Dataset: Full USPTO retrosynthesis dataset with 1.9M reactions from patents (1976-2016). Task: Predict the reactants needed to synthesize the given product. (1) Given the product [C:6]([O:10][C:11]([N:13]1[CH2:27][CH2:26][N:16]2[C:17]3[CH:18]=[CH:19][C:20]([O:24][CH3:25])=[CH:21][C:22]=3[C:23]([CH:28]=[O:29])=[C:15]2[CH2:14]1)=[O:12])([CH3:9])([CH3:7])[CH3:8], predict the reactants needed to synthesize it. The reactants are: O=P(Cl)(Cl)Cl.[C:6]([O:10][C:11]([N:13]1[CH2:27][CH2:26][N:16]2[C:17]3[CH:18]=[CH:19][C:20]([O:24][CH3:25])=[CH:21][C:22]=3[CH:23]=[C:15]2[CH2:14]1)=[O:12])([CH3:9])([CH3:8])[CH3:7].[C:28]([O-])(O)=[O:29].[Na+]. (2) Given the product [OH:16][C:15]1[C:14]2[C:9](=[CH:10][CH:11]=[CH:12][CH:13]=2)[N:8]=[C:7]([C:17]([F:20])([F:18])[F:19])[C:6]=1[C:4]([OH:5])=[O:3], predict the reactants needed to synthesize it. The reactants are: C([O:3][C:4]([C:6]1[C:7]([C:17]([F:20])([F:19])[F:18])=[N:8][C:9]2[C:14]([C:15]=1[OH:16])=[CH:13][CH:12]=[CH:11][CH:10]=2)=[O:5])C.ClCCl.